From a dataset of Reaction yield outcomes from USPTO patents with 853,638 reactions. Predict the reaction yield, written as a fraction of the theoretical maximum amount of product (1.0 means a 100% yield; for example, 0.34 means a 34% yield). (1) The reactants are [O:1]=[C:2]1[C:10]2[C:5](=[CH:6][CH:7]=[CH:8][CH:9]=2)[C:4](=[O:11])[N:3]1/[CH:12]=[CH:13]/[C:14]1[CH:15]=[C:16]([CH:28]=[CH:29][CH:30]=1)[O:17][C:18]1[CH:23]=[CH:22][N:21]=[C:20]([C:24]([NH:26][CH3:27])=[O:25])[CH:19]=1. The catalyst is [Pd].C1COCC1. The product is [O:1]=[C:2]1[C:10]2[C:5](=[CH:6][CH:7]=[CH:8][CH:9]=2)[C:4](=[O:11])[N:3]1[CH2:12][CH2:13][C:14]1[CH:15]=[C:16]([CH:28]=[CH:29][CH:30]=1)[O:17][C:18]1[CH:23]=[CH:22][N:21]=[C:20]([C:24]([NH:26][CH3:27])=[O:25])[CH:19]=1. The yield is 0.970. (2) The product is [F:6][C:7]1[CH:12]=[C:11]([CH2:13][C:1]#[N:2])[CH:10]=[CH:9][N:8]=1. The yield is 0.360. The reactants are [CH3:1][N:2](C=O)C.[F:6][C:7]1[CH:12]=[C:11]([CH2:13]OS(C)(=O)=O)[CH:10]=[CH:9][N:8]=1.[C-]#N.[Na+]. The catalyst is C(OCC)(=O)C. (3) The reactants are [Cl:1][C:2]1[CH:3]=[C:4]([CH:12]([O:16][CH:17]2[CH2:21][CH2:20][CH2:19][CH2:18]2)[C:13]([OH:15])=O)[CH:5]=[CH:6][C:7]=1[S:8]([CH3:11])(=[O:10])=[O:9].[NH2:22][C:23]1[S:24][CH:25]=[CH:26][N:27]=1.CN([P+](ON1N=NC2C=CC=CC1=2)(N(C)C)N(C)C)C.F[P-](F)(F)(F)(F)F.C(N(CC)CC)C. The catalyst is ClCCl.O. The product is [Cl:1][C:2]1[CH:3]=[C:4]([CH:12]([O:16][CH:17]2[CH2:21][CH2:20][CH2:19][CH2:18]2)[C:13]([NH:22][C:23]2[S:24][CH:25]=[CH:26][N:27]=2)=[O:15])[CH:5]=[CH:6][C:7]=1[S:8]([CH3:11])(=[O:9])=[O:10]. The yield is 0.710. (4) The reactants are [Cl:1][C:2]1[CH:33]=[CH:32][C:5]([CH2:6][N:7]2[C:12]([NH:13][C:14]3[CH:19]=[CH:18][C:17]([O:20][CH:21]([CH3:23])[CH3:22])=[C:16]([F:24])[CH:15]=3)=[N:11][C:10](=[O:25])[N:9]([CH2:26][C:27]([O:29]C)=[O:28])[C:8]2=[O:31])=[CH:4][CH:3]=1.CO.[OH-].[Li+].Cl. The catalyst is [Cl-].[Na+].O.C1COCC1. The product is [Cl:1][C:2]1[CH:3]=[CH:4][C:5]([CH2:6][N:7]2[C:12]([NH:13][C:14]3[CH:19]=[CH:18][C:17]([O:20][CH:21]([CH3:23])[CH3:22])=[C:16]([F:24])[CH:15]=3)=[N:11][C:10](=[O:25])[N:9]([CH2:26][C:27]([OH:29])=[O:28])[C:8]2=[O:31])=[CH:32][CH:33]=1. The yield is 0.970. (5) The reactants are [CH3:1][N:2]1[C:14]2[C:13]([C:15]3[S:16][C:17]([CH3:20])=[CH:18][CH:19]=3)=[CH:12][C:11]3[C:6](=[C:7]([NH2:22])[N:8]=[C:9]([NH2:21])[N:10]=3)[C:5]=2[CH:4]=[CH:3]1.[H-].[Na+].I[CH3:26].O. The catalyst is CN(C)C=O. The product is [CH3:1][N:2]1[C:14]2[C:13]([C:15]3[S:16][C:17]([CH3:20])=[CH:18][CH:19]=3)=[CH:12][C:11]3[C:6](=[C:7]([NH:22][CH3:26])[N:8]=[C:9]([NH2:21])[N:10]=3)[C:5]=2[CH:4]=[CH:3]1. The yield is 0.115. (6) The reactants are I[CH2:2][C:3]1[CH:4]=[C:5]([CH3:22])[CH:6]=[C:7]2[C:12]=1[O:11][CH:10]([C:13]([F:16])([F:15])[F:14])[C:9]([C:17]([O:19][CH2:20][CH3:21])=[O:18])=[CH:8]2.[O-:23][CH2:24][CH3:25].[Na+]. The catalyst is CO. The product is [CH2:24]([O:23][CH2:2][C:3]1[CH:4]=[C:5]([CH3:22])[CH:6]=[C:7]2[C:12]=1[O:11][CH:10]([C:13]([F:16])([F:15])[F:14])[C:9]([C:17]([O:19][CH2:20][CH3:21])=[O:18])=[CH:8]2)[CH3:25]. The yield is 0.980. (7) The reactants are [F:1][C:2]([F:7])([F:6])[C:3]([OH:5])=[O:4].[F:8][C:9]([F:14])([F:13])[C:10]([OH:12])=[O:11].FC(F)(F)C(O)=O.[Cl:22][C:23]1[CH:24]=[N:25][C:26]2[NH:27][C:28]3[CH:29]=[N:30][CH:31]=[C:32]([CH:54]=3)[CH2:33][CH2:34][C:35]3[CH:43]=[C:39]([NH:40][C:41]=1[N:42]=2)[CH:38]=[CH:37][C:36]=3[NH:44][C:45](=[O:53])[CH2:46][CH:47]1[CH2:52][CH2:51][NH:50][CH2:49][CH2:48]1.[O:55]1[N:59]=[CH:58][C:57]([C:60](Cl)=[O:61])=[N:56]1. No catalyst specified. The product is [F:1][C:2]([F:7])([F:6])[C:3]([OH:5])=[O:4].[F:8][C:9]([F:14])([F:13])[C:10]([OH:12])=[O:11].[Cl:22][C:23]1[CH:24]=[N:25][C:26]2[NH:27][C:28]3[CH:29]=[N:30][CH:31]=[C:32]([CH:54]=3)[CH2:33][CH2:34][C:35]3[CH:43]=[C:39]([NH:40][C:41]=1[N:42]=2)[CH:38]=[CH:37][C:36]=3[NH:44][C:45](=[O:53])[CH2:46][CH:47]1[CH2:52][CH2:51][N:50]([C:60]([C:57]2[CH:58]=[N:59][O:55][N:56]=2)=[O:61])[CH2:49][CH2:48]1. The yield is 0.330.